From a dataset of Catalyst prediction with 721,799 reactions and 888 catalyst types from USPTO. Predict which catalyst facilitates the given reaction. Reactant: [C:1]([C:5]1[CH:9]=[C:8]([NH2:10])[O:7][N:6]=1)([CH3:4])([CH3:3])[CH3:2].N1C=CC=CC=1.Cl[C:18]([O:20][C:21]1[CH:26]=[CH:25][C:24]([N+:27]([O-:29])=[O:28])=[CH:23][CH:22]=1)=[O:19]. Product: [N+:27]([C:24]1[CH:23]=[CH:22][C:21]([O:20][C:18](=[O:19])[NH:10][C:8]2[O:7][N:6]=[C:5]([C:1]([CH3:4])([CH3:3])[CH3:2])[CH:9]=2)=[CH:26][CH:25]=1)([O-:29])=[O:28]. The catalyst class is: 4.